Dataset: Forward reaction prediction with 1.9M reactions from USPTO patents (1976-2016). Task: Predict the product of the given reaction. (1) The product is: [F:1][C:2]1[CH:10]=[C:9]2[C:5]([CH:6]=[N:7][N:8]2[CH3:11])=[CH:4][C:3]=1[CH2:12][C:13]1[N:17]2[N:18]=[C:19]([CH:22]=[O:28])[CH:20]=[CH:21][C:16]2=[N:15][CH:14]=1. Given the reactants [F:1][C:2]1[CH:10]=[C:9]2[C:5]([CH:6]=[N:7][N:8]2[CH3:11])=[CH:4][C:3]=1[CH2:12][C:13]1[N:17]2[N:18]=[C:19]([CH:22]=C)[CH:20]=[CH:21][C:16]2=[N:15][CH:14]=1.C[N+]1([O-])CC[O:28]CC1.I([O-])(=O)(=O)=O.[Na+], predict the reaction product. (2) Given the reactants [Cl:1][C:2]1[CH:3]=[C:4]2[C:9](=[C:10]([Cl:12])[CH:11]=1)[CH2:8][N:7]([CH3:13])[CH2:6][CH:5]2[C:14]1[CH:15]=[C:16]([NH2:20])[CH:17]=[CH:18][CH:19]=1.[CH2:21]([S:23](Cl)(=[O:25])=[O:24])[CH3:22], predict the reaction product. The product is: [ClH:1].[Cl:1][C:2]1[CH:3]=[C:4]2[C:9](=[C:10]([Cl:12])[CH:11]=1)[CH2:8][N:7]([CH3:13])[CH2:6][CH:5]2[C:14]1[CH:15]=[C:16]([NH:20][S:23]([CH2:21][CH3:22])(=[O:25])=[O:24])[CH:17]=[CH:18][CH:19]=1. (3) Given the reactants [NH2:1][C:2]1[S:3][C:4]([C:10]2[C:15]([F:16])=[CH:14][C:13]([C:17]([OH:20])([CH3:19])[CH3:18])=[CH:12][C:11]=2[F:21])=[CH:5][C:6]=1[C:7]([NH2:9])=[O:8].Br[C:23]1[N:28]=[C:27]([N:29]2[CH2:34][CH2:33][N:32]([CH3:35])[CH2:31][CH2:30]2)[CH:26]=[CH:25][CH:24]=1, predict the reaction product. The product is: [F:16][C:15]1[CH:14]=[C:13]([C:17]([OH:20])([CH3:18])[CH3:19])[CH:12]=[C:11]([F:21])[C:10]=1[C:4]1[S:3][C:2]([NH:1][C:23]2[CH:24]=[CH:25][CH:26]=[C:27]([N:29]3[CH2:30][CH2:31][N:32]([CH3:35])[CH2:33][CH2:34]3)[N:28]=2)=[C:6]([C:7]([NH2:9])=[O:8])[CH:5]=1. (4) Given the reactants [Br:1][C:2]1[CH:15]=[CH:14][C:13]([F:16])=[CH:12][C:3]=1[CH2:4][O:5]C(=O)C(C)(C)C.[N+:17]([O-])([O-:19])=[O:18].[K+], predict the reaction product. The product is: [Br:1][C:2]1[CH:15]=[C:14]([N+:17]([O-:19])=[O:18])[C:13]([F:16])=[CH:12][C:3]=1[CH2:4][OH:5]. (5) Given the reactants [I:1][CH3:2].[F:3][C:4]1[CH:5]=[C:6]([NH:16][C:17]([NH2:19])=[S:18])[CH:7]=[CH:8][C:9]=1[N:10]1[C:14]([CH3:15])=[N:13][CH:12]=[N:11]1, predict the reaction product. The product is: [IH:1].[F:3][C:4]1[CH:5]=[C:6]([NH:16][C:17]([S:18][CH3:2])=[NH:19])[CH:7]=[CH:8][C:9]=1[N:10]1[C:14]([CH3:15])=[N:13][CH:12]=[N:11]1. (6) Given the reactants [NH2:1][C:2]1[CH:29]=[C:28]([S:30]([CH3:33])(=[O:32])=[O:31])[CH:27]=[CH:26][C:3]=1[NH:4][CH:5]1[CH2:10][CH2:9][N:8]([CH2:11][CH2:12][CH:13]([C:20]2[CH:25]=[CH:24][CH:23]=[CH:22][CH:21]=2)[C:14]2[CH:19]=[CH:18][CH:17]=[CH:16][CH:15]=2)[CH2:7][CH2:6]1.O.[C:35]1(C)C=CC(S(O)(=O)=O)=CC=1, predict the reaction product. The product is: [CH3:33][S:30]([C:28]1[CH:27]=[CH:26][C:3]2[N:4]([CH:5]3[CH2:6][CH2:7][N:8]([CH2:11][CH2:12][CH:13]([C:14]4[CH:15]=[CH:16][CH:17]=[CH:18][CH:19]=4)[C:20]4[CH:21]=[CH:22][CH:23]=[CH:24][CH:25]=4)[CH2:9][CH2:10]3)[CH:35]=[N:1][C:2]=2[CH:29]=1)(=[O:32])=[O:31]. (7) Given the reactants O[CH:2]=[C:3]1[C:11]2[C:6](=[CH:7][C:8]([C:12]([C:14]3[CH:19]=[CH:18][C:17]([NH:20][C:21]([C:23]4[N:24]([CH2:29][CH3:30])[N:25]=[C:26]([CH3:28])[CH:27]=4)=[O:22])=[CH:16][CH:15]=3)=[O:13])=[CH:9][CH:10]=2)[NH:5][C:4]1=[O:31].[NH2:32][C:33]1[CH:38]=[CH:37][C:36]([N:39]2[CH2:44][CH2:43][O:42][CH2:41][CH2:40]2)=[CH:35][CH:34]=1, predict the reaction product. The product is: [N:39]1([C:36]2[CH:35]=[CH:34][C:33]([NH:32][CH:2]=[C:3]3[C:11]4[C:6](=[CH:7][C:8]([C:12]([C:14]5[CH:15]=[CH:16][C:17]([NH:20][C:21]([C:23]6[N:24]([CH2:29][CH3:30])[N:25]=[C:26]([CH3:28])[CH:27]=6)=[O:22])=[CH:18][CH:19]=5)=[O:13])=[CH:9][CH:10]=4)[NH:5][C:4]3=[O:31])=[CH:38][CH:37]=2)[CH2:44][CH2:43][O:42][CH2:41][CH2:40]1.